Dataset: Forward reaction prediction with 1.9M reactions from USPTO patents (1976-2016). Task: Predict the product of the given reaction. (1) Given the reactants [F:1][S:2]([F:17])([F:16])([F:15])([F:14])[C:3]1[CH:4]=[C:5]2[C:9](=[CH:10][CH:11]=1)[NH:8][CH:7]=[C:6]2[CH:12]=O.[CH2:18]([CH2:20][NH2:21])[OH:19].[BH4-].[Na+], predict the reaction product. The product is: [F:1][S:2]([F:16])([F:14])([F:15])([F:17])[C:3]1[CH:4]=[C:5]2[C:9](=[CH:10][CH:11]=1)[NH:8][CH:7]=[C:6]2[CH2:12][NH:21][CH2:20][CH2:18][OH:19]. (2) Given the reactants [F:1][C:2]([F:9])([F:8])[C:3]1[CH:4]=[N:5][NH:6][CH:7]=1.[H-].[Na+].[Cl:12][C:13]1[CH:14]=[CH:15][C:16](F)=[C:17]([C:19]2[CH:24]=[C:23]([O:25][CH3:26])[N:22]=[CH:21][N:20]=2)[CH:18]=1, predict the reaction product. The product is: [Cl:12][C:13]1[CH:14]=[CH:15][C:16]([N:5]2[CH:4]=[C:3]([C:2]([F:9])([F:8])[F:1])[CH:7]=[N:6]2)=[C:17]([C:19]2[CH:24]=[C:23]([O:25][CH3:26])[N:22]=[CH:21][N:20]=2)[CH:18]=1. (3) The product is: [CH2:34]([O:38][C:39]1[CH:44]=[CH:43][C:42]([S:45]([N:48]([CH2:57][C:58]#[C:59][CH2:60][N:61]([CH2:62][CH3:63])[CH2:64][CH3:65])[CH:49]([CH:54]([CH3:56])[CH3:55])[C:50]([NH:52][OH:53])=[O:51])(=[O:46])=[O:47])=[CH:41][CH:40]=1)[C:35]#[C:36][CH3:37]. Given the reactants C(OC1C=CC(S(N(CC#CCN(CC)CC)C(C(C)C)C(OC)=O)(=O)=O)=CC=1)C#CC.Cl.[CH2:34]([O:38][C:39]1[CH:44]=[CH:43][C:42]([S:45]([N:48]([CH2:57][C:58]#[C:59][CH2:60][N:61]([CH2:64][CH3:65])[CH2:62][CH3:63])[CH:49]([CH:54]([CH3:56])[CH3:55])[C:50]([NH:52][OH:53])=[O:51])(=[O:47])=[O:46])=[CH:41][CH:40]=1)[C:35]#[C:36][CH3:37], predict the reaction product. (4) Given the reactants Cl[C:2]1[C:3]2[N:10]=[CH:9][S:8][C:4]=2[N:5]=[CH:6][N:7]=1.[NH2:11][CH2:12][CH2:13][C:14]1[CH:19]=[CH:18][C:17]([OH:20])=[CH:16][CH:15]=1.C(=O)([O-])[O-].[K+].[K+].Cl, predict the reaction product. The product is: [N:10]1[C:3]2[C:2]([NH:11][CH2:12][CH2:13][C:14]3[CH:19]=[CH:18][C:17]([OH:20])=[CH:16][CH:15]=3)=[N:7][CH:6]=[N:5][C:4]=2[S:8][CH:9]=1. (5) Given the reactants [C:1](OC(=O)C)(=[O:3])[CH3:2].[F:8][C:9]1[CH:14]=[C:13]([CH2:15][NH:16][C:17]2[CH:18]=[CH:19][CH:20]=[C:21]3[C:26]=2[N:25]([CH2:27][CH2:28][CH3:29])[CH2:24][CH2:23][CH2:22]3)[CH:12]=[CH:11][C:10]=1[CH2:30][CH2:31][C:32]([O:34][CH2:35][CH3:36])=[O:33].C(O)(=O)CC(CC(O)=O)(C(O)=O)O, predict the reaction product. The product is: [C:1]([N:16]([CH2:15][C:13]1[CH:12]=[CH:11][C:10]([CH2:30][CH2:31][C:32]([O:34][CH2:35][CH3:36])=[O:33])=[C:9]([F:8])[CH:14]=1)[C:17]1[CH:18]=[CH:19][CH:20]=[C:21]2[C:26]=1[N:25]([CH2:27][CH2:28][CH3:29])[CH2:24][CH2:23][CH2:22]2)(=[O:3])[CH3:2]. (6) The product is: [CH3:1][O:2][C:3](=[O:10])[CH2:4][C:5]([C:6](=[O:7])[N:25]([CH2:22][CH:23]=[CH2:24])[CH2:26][C:27]1[CH:28]=[CH:29][CH:30]=[CH:31][CH:32]=1)=[CH2:9]. Given the reactants [CH3:1][O:2][C:3](=[O:10])[CH2:4][C:5](=[CH2:9])[C:6]([O-])=[O:7].CN(C)CCCN=C=NCC.[CH2:22]([NH:25][CH2:26][C:27]1[CH:32]=[CH:31][CH:30]=[CH:29][CH:28]=1)[CH:23]=[CH2:24], predict the reaction product. (7) Given the reactants [CH3:1][C:2]1[CH:7]=[C:6]([N+:8]([O-])=O)[C:5]([CH3:11])=[CH:4][C:3]=1[CH:12]1[CH2:21][CH2:20][C:15]2([O:19][CH2:18][CH2:17][O:16]2)[CH2:14][CH2:13]1, predict the reaction product. The product is: [CH3:11][C:5]1[CH:4]=[C:3]([CH:12]2[CH2:21][CH2:20][C:15]3([O:19][CH2:18][CH2:17][O:16]3)[CH2:14][CH2:13]2)[C:2]([CH3:1])=[CH:7][C:6]=1[NH2:8]. (8) The product is: [C:29]([NH:32][NH:33][C:6](=[O:8])[C:5]1[CH:9]=[CH:10][C:2]([CH3:1])=[C:3]([N+:11]([O-:13])=[O:12])[CH:4]=1)(=[O:31])[CH3:30]. Given the reactants [CH3:1][C:2]1[CH:10]=[CH:9][C:5]([C:6]([OH:8])=O)=[CH:4][C:3]=1[N+:11]([O-:13])=[O:12].C(N(CC)CC)C.ClC(OCC(C)C)=O.[C:29]([NH:32][NH2:33])(=[O:31])[CH3:30], predict the reaction product. (9) Given the reactants C[O:2][C:3](=[O:36])[CH2:4][N:5]1[C:13]2[C:8](=[CH:9][C:10]([O:14][CH2:15][CH2:16][CH2:17][O:18][C:19]3[CH:24]=[CH:23][C:22]([C:25]4[S:26][CH:27]=[C:28]([O:30][CH:31]([CH3:33])[CH3:32])[N:29]=4)=[CH:21][C:20]=3[O:34][CH3:35])=[CH:11][CH:12]=2)[CH:7]=[CH:6]1.O[Li].O, predict the reaction product. The product is: [CH:31]([O:30][C:28]1[N:29]=[C:25]([C:22]2[CH:23]=[CH:24][C:19]([O:18][CH2:17][CH2:16][CH2:15][O:14][C:10]3[CH:9]=[C:8]4[C:13](=[CH:12][CH:11]=3)[N:5]([CH2:4][C:3]([OH:36])=[O:2])[CH:6]=[CH:7]4)=[C:20]([O:34][CH3:35])[CH:21]=2)[S:26][CH:27]=1)([CH3:32])[CH3:33].